Dataset: Full USPTO retrosynthesis dataset with 1.9M reactions from patents (1976-2016). Task: Predict the reactants needed to synthesize the given product. (1) Given the product [C:1]1([CH3:13])[CH:2]=[CH:3][C:4]([S:7]([C:10]2([C:11]#[N:12])[CH2:18][CH2:17][CH2:16][CH2:15]2)(=[O:8])=[O:9])=[CH:5][CH:6]=1, predict the reactants needed to synthesize it. The reactants are: [C:1]1([CH3:13])[CH:6]=[CH:5][C:4]([S:7]([CH2:10][C:11]#[N:12])(=[O:9])=[O:8])=[CH:3][CH:2]=1.Br[CH2:15][CH2:16][CH2:17][CH2:18]Br. (2) Given the product [C:29]([C:30]1[CH:31]=[N:32][CH:33]=[C:34]([CH:37]=1)[C:35]#[N:36])#[CH:28], predict the reactants needed to synthesize it. The reactants are: [F-].C([N+](CCCC)(CCCC)CCCC)CCC.O1CCCC1.C[Si]([C:28]#[C:29][C:30]1[CH:31]=[N:32][CH:33]=[C:34]([CH:37]=1)[C:35]#[N:36])(C)C.